This data is from Reaction yield outcomes from USPTO patents with 853,638 reactions. The task is: Predict the reaction yield, written as a fraction of the theoretical maximum amount of product (1.0 means a 100% yield; for example, 0.34 means a 34% yield). The product is [Br:1][C:10]1[S:9][CH:8]=[C:7]([C:12]2[CH:17]=[CH:16][CH:15]=[C:14]([C:18]([F:21])([F:20])[F:19])[CH:13]=2)[N:11]=1. The catalyst is C(O)(=O)C. The reactants are [BrH:1].C(O)(=O)C.O=[C:7]([C:12]1[CH:17]=[CH:16][CH:15]=[C:14]([C:18]([F:21])([F:20])[F:19])[CH:13]=1)[CH2:8][S:9][C:10]#[N:11].O. The yield is 0.591.